The task is: Predict the reactants needed to synthesize the given product.. This data is from Full USPTO retrosynthesis dataset with 1.9M reactions from patents (1976-2016). Given the product [Cl:36][C:30]1[CH:29]=[C:28]([C:25]2[CH:26]=[CH:27][N:23]([CH2:22][C@@H:21]([NH:20][C:9]([C:7]3[N:8]=[C:4]([CH:1]([CH3:2])[CH3:3])[N:5]([CH2:12][O:13][CH2:14][CH2:15][Si:16]([CH3:19])([CH3:18])[CH3:17])[CH:6]=3)=[O:11])[CH3:37])[N:24]=2)[CH:35]=[CH:34][C:31]=1[C:32]#[N:33], predict the reactants needed to synthesize it. The reactants are: [CH:1]([C:4]1[N:5]([CH2:12][O:13][CH2:14][CH2:15][Si:16]([CH3:19])([CH3:18])[CH3:17])[CH:6]=[C:7]([C:9]([OH:11])=O)[N:8]=1)([CH3:3])[CH3:2].[NH2:20][C@@H:21]([CH3:37])[CH2:22][N:23]1[CH:27]=[CH:26][C:25]([C:28]2[CH:35]=[CH:34][C:31]([C:32]#[N:33])=[C:30]([Cl:36])[CH:29]=2)=[N:24]1.